From a dataset of Catalyst prediction with 721,799 reactions and 888 catalyst types from USPTO. Predict which catalyst facilitates the given reaction. Reactant: [NH2:1][C:2]1[C:3]([C:14]([OH:16])=O)=[N:4][C:5]([C:8]2[CH:13]=[CH:12][CH:11]=[CH:10][CH:9]=2)=[CH:6][N:7]=1.Cl.C(N=C=NCCCN(C)C)C.ON1C2C=CC=CC=2N=N1.CN1CCOCC1.[CH2:46]([NH2:53])[C:47]1[CH:52]=[CH:51][CH:50]=[CH:49][CH:48]=1. Product: [NH2:1][C:2]1[C:3]([C:14]([NH:53][CH2:46][C:47]2[CH:52]=[CH:51][CH:50]=[CH:49][CH:48]=2)=[O:16])=[N:4][C:5]([C:8]2[CH:9]=[CH:10][CH:11]=[CH:12][CH:13]=2)=[CH:6][N:7]=1. The catalyst class is: 96.